From a dataset of NCI-60 drug combinations with 297,098 pairs across 59 cell lines. Regression. Given two drug SMILES strings and cell line genomic features, predict the synergy score measuring deviation from expected non-interaction effect. (1) Drug 1: C1CCC(CC1)NC(=O)N(CCCl)N=O. Drug 2: CC1C(C(CC(O1)OC2CC(CC3=C2C(=C4C(=C3O)C(=O)C5=C(C4=O)C(=CC=C5)OC)O)(C(=O)CO)O)N)O.Cl. Cell line: RPMI-8226. Synergy scores: CSS=38.6, Synergy_ZIP=-2.41, Synergy_Bliss=-3.83, Synergy_Loewe=-2.76, Synergy_HSA=-1.24. (2) Drug 1: CC(C1=C(C=CC(=C1Cl)F)Cl)OC2=C(N=CC(=C2)C3=CN(N=C3)C4CCNCC4)N. Drug 2: CCC1(CC2CC(C3=C(CCN(C2)C1)C4=CC=CC=C4N3)(C5=C(C=C6C(=C5)C78CCN9C7C(C=CC9)(C(C(C8N6C=O)(C(=O)OC)O)OC(=O)C)CC)OC)C(=O)OC)O.OS(=O)(=O)O. Cell line: COLO 205. Synergy scores: CSS=49.2, Synergy_ZIP=6.80, Synergy_Bliss=8.08, Synergy_Loewe=-13.9, Synergy_HSA=5.18. (3) Drug 1: CC(C1=C(C=CC(=C1Cl)F)Cl)OC2=C(N=CC(=C2)C3=CN(N=C3)C4CCNCC4)N. Drug 2: C1C(C(OC1N2C=C(C(=O)NC2=O)F)CO)O. Cell line: SK-OV-3. Synergy scores: CSS=36.4, Synergy_ZIP=-0.487, Synergy_Bliss=2.06, Synergy_Loewe=-13.9, Synergy_HSA=2.27. (4) Drug 1: C1C(C(OC1N2C=C(C(=O)NC2=O)F)CO)O. Drug 2: CN1C(=O)N2C=NC(=C2N=N1)C(=O)N. Cell line: CAKI-1. Synergy scores: CSS=17.2, Synergy_ZIP=-4.65, Synergy_Bliss=-3.48, Synergy_Loewe=-2.06, Synergy_HSA=-1.70.